This data is from Reaction yield outcomes from USPTO patents with 853,638 reactions. The task is: Predict the reaction yield, written as a fraction of the theoretical maximum amount of product (1.0 means a 100% yield; for example, 0.34 means a 34% yield). (1) The reactants are N#N.COC(=O)[C:6]1[CH:11]=[CH:10][CH:9]=[C:8]([NH:12][C:13](=[O:28])[CH2:14][CH2:15][C:16]2[CH:21]=[C:20]([O:22]C)[C:19]([O:24]C)=[C:18]([O:26]C)[CH:17]=2)[C:7]=1NC1C=CC=CC=1.B(Br)(Br)Br.[Cl-].[Na+].O.CC[O:46][C:47]([CH3:49])=[O:48]. The catalyst is C(Cl)Cl. The product is [OH:22][C:20]1[CH:21]=[C:16]([CH2:15][CH2:14][C:13]([NH:12][C:8]2[CH:7]=[C:6]([NH:12][C:8]3[CH:9]=[C:49]([CH:11]=[CH:6][CH:7]=3)[C:47]([OH:46])=[O:48])[CH:11]=[CH:10][CH:9]=2)=[O:28])[CH:17]=[C:18]([OH:26])[C:19]=1[OH:24]. The yield is 0.330. (2) The reactants are [CH3:1][CH:2]([C:8]([O:10][CH2:11][CH3:12])=[O:9])[C:3]([O:5][CH2:6][CH3:7])=[O:4].Br[CH:14]1[CH2:18][CH2:17][CH2:16][CH2:15]1. No catalyst specified. The product is [CH:14]1([C:2]([CH3:1])([C:3]([O:5][CH2:6][CH3:7])=[O:4])[C:8]([O:10][CH2:11][CH3:12])=[O:9])[CH2:18][CH2:17][CH2:16][CH2:15]1. The yield is 0.770. (3) The reactants are [CH3:1][C:2]1([CH3:16])[O:15][CH2:14][CH2:13][C:3]21[CH2:12][CH2:11][C:6]1(OCC[O:7]1)[CH2:5][CH2:4]2.Cl. The catalyst is O1CCCC1. The yield is 0.890. The product is [CH3:1][C:2]1([CH3:16])[C:3]2([CH2:12][CH2:11][C:6](=[O:7])[CH2:5][CH2:4]2)[CH2:13][CH2:14][O:15]1. (4) The reactants are [N+:1]([C:4]1[CH:9]=[CH:8][C:7]([N:10]2[CH2:15][CH2:14][S:13](=[O:17])(=[O:16])[CH2:12][CH2:11]2)=[CH:6][CH:5]=1)([O-])=O. The catalyst is C(O)(=O)C.[Zn]. The product is [O:17]=[S:13]1(=[O:16])[CH2:12][CH2:11][N:10]([C:7]2[CH:6]=[CH:5][C:4]([NH2:1])=[CH:9][CH:8]=2)[CH2:15][CH2:14]1. The yield is 0.510. (5) The reactants are [ClH:1].O.[CH3:3][O:4][C:5]([C@@H:7]([C@@H:14]1[NH:19][CH2:18][CH2:17][CH2:16][CH2:15]1)[C:8]1[CH:9]=[CH:10][CH:11]=[CH:12][CH:13]=1)=[O:6]. The catalyst is C(O)(C)C.C(OC(C)C)(=O)C. The product is [CH3:3][O:4][C:5]([C@@H:7]([C@@H:14]1[NH:19][CH2:18][CH2:17][CH2:16][CH2:15]1)[C:8]1[CH:13]=[CH:12][CH:11]=[CH:10][CH:9]=1)=[O:6].[ClH:1]. The yield is 0.789. (6) The reactants are [C:1]([O:5][C:6](=[O:33])[CH2:7][N:8]([C:26]([O:28][C:29]([CH3:32])([CH3:31])[CH3:30])=[O:27])[C:9]1[CH:14]=[CH:13][CH:12]=[C:11]([CH2:15][NH:16][S:17]([C:20]2[CH:21]=[N:22][CH:23]=[CH:24][CH:25]=2)(=[O:19])=[O:18])[N:10]=1)([CH3:4])([CH3:3])[CH3:2].S1C=CN=C1C1C=CC(CNS(C2C=NC=CC=2)(=O)=O)=CC=1.[CH3:56][O:57][C:58]1[CH:59]=[CH:60][C:61]2[CH:65]=[C:64]([CH2:66]O)[S:63][C:62]=2[CH:68]=1. No catalyst specified. The product is [C:1]([O:5][C:6](=[O:33])[CH2:7][N:8]([C:26]([O:28][C:29]([CH3:32])([CH3:31])[CH3:30])=[O:27])[C:9]1[CH:14]=[CH:13][CH:12]=[C:11]([CH:15]([CH2:66][C:64]2[S:63][C:62]3[CH:68]=[C:58]([O:57][CH3:56])[CH:59]=[CH:60][C:61]=3[CH:65]=2)[NH:16][S:17]([C:20]2[CH:21]=[N:22][CH:23]=[CH:24][CH:25]=2)(=[O:18])=[O:19])[N:10]=1)([CH3:4])([CH3:3])[CH3:2]. The yield is 0.780. (7) The reactants are [F:1][C:2]1[CH:9]=[CH:8][CH:7]=[CH:6][C:3]=1[CH2:4][OH:5].[CH3:10][S:11](Cl)(=[O:13])=[O:12].C(N(CC)CC)C. The catalyst is ClCCl. The product is [F:1][C:2]1[CH:9]=[CH:8][CH:7]=[CH:6][C:3]=1[CH2:4][O:5][S:11]([CH3:10])(=[O:13])=[O:12]. The yield is 0.650. (8) The reactants are [Br:1][CH2:2][C:3]([O:5][C:6]1([CH2:11][CH3:12])[CH2:10][CH2:9][CH2:8][CH2:7]1)=[O:4].[Br-].[OH:14][C:15]1[C:20]([CH3:21])=[CH:19][C:18]([S+:22]2[C:26]3[CH:27]=[CH:28][CH:29]=[CH:30][C:25]=3[C:24]3[CH:31]=[CH:32][CH:33]=[CH:34][C:23]2=3)=[CH:17][C:16]=1[CH3:35].C(=O)([O-])[O-].[Cs+].[Cs+]. The catalyst is CN(C)C=O.O.ClCCl. The product is [Br-:1].[CH2:11]([C:6]1([O:5][C:3](=[O:4])[CH2:2][O:14][C:15]2[C:16]([CH3:35])=[CH:17][C:18]([S+:22]3[C:23]4[CH:34]=[CH:33][CH:32]=[CH:31][C:24]=4[C:25]4[CH:30]=[CH:29][CH:28]=[CH:27][C:26]3=4)=[CH:19][C:20]=2[CH3:21])[CH2:10][CH2:9][CH2:8][CH2:7]1)[CH3:12]. The yield is 0.940. (9) The reactants are C([N:8]1[CH2:14][C:13]2[CH:15]=[CH:16][CH:17]=[C:18]([Br:19])[C:12]=2[O:11][CH2:10][CH2:9]1)C1C=CC=CC=1.ClC(OC(Cl)C)=O.[C:35](O[C:35]([O:37][C:38]([CH3:41])([CH3:40])[CH3:39])=[O:36])([O:37][C:38]([CH3:41])([CH3:40])[CH3:39])=[O:36].O. The catalyst is ClCCCl.CCOCC.[OH-].[Na+].O1CCOCC1. The product is [Br:19][C:18]1[C:12]2[O:11][CH2:10][CH2:9][N:8]([C:35]([O:37][C:38]([CH3:39])([CH3:40])[CH3:41])=[O:36])[CH2:14][C:13]=2[CH:15]=[CH:16][CH:17]=1. The yield is 0.967.